Dataset: Catalyst prediction with 721,799 reactions and 888 catalyst types from USPTO. Task: Predict which catalyst facilitates the given reaction. (1) Reactant: [Cl:1][C:2]1[CH:7]=[CH:6][CH:5]=[C:4]([Cl:8])[C:3]=1[C:9]1[NH:10][C:11]2[CH:17]=[C:16]([C:18](O)=[O:19])[C:15]([F:21])=[C:14]([F:22])[C:12]=2[N:13]=1.O=S(Cl)[Cl:25]. The catalyst class is: 3. Product: [Cl:8][C:4]1[CH:5]=[CH:6][CH:7]=[C:2]([Cl:1])[C:3]=1[C:9]1[NH:10][C:11]2[CH:17]=[C:16]([C:18]([Cl:25])=[O:19])[C:15]([F:21])=[C:14]([F:22])[C:12]=2[N:13]=1. (2) Product: [Br:1][C:2]1[N:6]([CH2:18][C:19]([O:21][CH3:22])=[O:20])[N:5]=[C:4]([C:7]([F:10])([F:9])[F:8])[CH:3]=1. Reactant: [Br:1][C:2]1[NH:6][N:5]=[C:4]([C:7]([F:10])([F:9])[F:8])[CH:3]=1.C([O-])([O-])=O.[Cs+].[Cs+].Br[CH2:18][C:19]([O:21][CH3:22])=[O:20].C(OCC)(=O)C. The catalyst class is: 47. (3) Product: [CH2:20]([O:10][C:8]1[CH:9]=[C:4]([C:2](=[O:3])[CH3:1])[CH:5]=[CH:6][CH:7]=1)[CH:19]=[CH2:18]. Reactant: [CH3:1][C:2]([C:4]1[CH:5]=[CH:6][CH:7]=[C:8]([OH:10])[CH:9]=1)=[O:3].C(=O)([O-])[O-].[K+].[K+].Br[CH2:18][CH:19]=[CH2:20]. The catalyst class is: 21. (4) Reactant: CC(C[AlH]CC(C)C)C.[C:10]([NH:18][C:19]1([CH2:23][C:24](OCC)=O)[CH2:22][CH2:21][CH2:20]1)(=[O:17])[C:11]1[CH:16]=[CH:15][CH:14]=[CH:13][CH:12]=1.C[OH:30].[NH4+].[Cl-]. Product: [C:10]([NH:18][C:19]1([C:23](=[O:30])[CH3:24])[CH2:22][CH2:21][CH2:20]1)(=[O:17])[C:11]1[CH:16]=[CH:15][CH:14]=[CH:13][CH:12]=1. The catalyst class is: 1. (5) Reactant: [C:1]1([S:7](Cl)(=[O:9])=[O:8])[CH:6]=[CH:5][CH:4]=[CH:3][CH:2]=1.[CH2:11]([O:18][C:19]1[CH:20]=[C:21]2[C:26](=[CH:27][CH:28]=1)[CH:25]([C:29]1[CH:34]=[CH:33][C:32]([O:35][CH2:36][CH2:37][N:38]3[CH2:42][CH2:41][CH2:40][CH2:39]3)=[CH:31][CH:30]=1)[NH:24][CH2:23][CH2:22]2)[C:12]1[CH:17]=[CH:16][CH:15]=[CH:14][CH:13]=1.CCN(CC)CC. Product: [C:1]1([S:7]([N:24]2[CH2:23][CH2:22][C:21]3[C:26](=[CH:27][CH:28]=[C:19]([O:18][CH2:11][C:12]4[CH:13]=[CH:14][CH:15]=[CH:16][CH:17]=4)[CH:20]=3)[CH:25]2[C:29]2[CH:34]=[CH:33][C:32]([O:35][CH2:36][CH2:37][N:38]3[CH2:39][CH2:40][CH2:41][CH2:42]3)=[CH:31][CH:30]=2)(=[O:9])=[O:8])[CH:6]=[CH:5][CH:4]=[CH:3][CH:2]=1. The catalyst class is: 1. (6) Reactant: [H-].[Na+].[O:3]1[CH:7]=[CH:6][CH:5]=[C:4]1[CH2:8][OH:9].Br[CH2:11][C:12]#[CH:13].O. Product: [CH2:13]([O:9][CH2:8][C:4]1[O:3][CH:7]=[CH:6][CH:5]=1)[C:12]#[CH:11]. The catalyst class is: 575. (7) Reactant: Cl[C:2]1[CH:18]=[CH:17][C:5]2[CH2:6][CH2:7][N:8]([C:11](=[O:16])[C:12]([F:15])([F:14])[F:13])[CH2:9][CH2:10][C:4]=2[C:3]=1OS(C(F)(F)F)(=O)=O.C1C=CC(P(C2C(C3C(P(C4C=CC=CC=4)C4C=CC=CC=4)=CC=C4C=3C=CC=C4)=C3C(C=CC=C3)=CC=2)C2C=CC=CC=2)=CC=1.NCC1C=NC(CCC(C)(C)C)=CC=1.C(=O)([O-])[O-].[Cs+].[Cs+]. Product: [F:15][C:12]([F:13])([F:14])[C:11]([N:8]1[CH2:7][CH2:6][C:5]2[CH:17]=[CH:18][CH:2]=[CH:3][C:4]=2[CH2:10][CH2:9]1)=[O:16]. The catalyst class is: 101. (8) Reactant: [C:1]([C:5]1[NH:6][C:7]2[C:12]([CH:13]=1)=[CH:11][C:10]([N+:14]([O-])=O)=[CH:9][C:8]=2[F:17])([CH3:4])([CH3:3])[CH3:2]. Product: [C:1]([C:5]1[NH:6][C:7]2[C:12]([CH:13]=1)=[CH:11][C:10]([NH2:14])=[CH:9][C:8]=2[F:17])([CH3:4])([CH3:2])[CH3:3]. The catalyst class is: 94. (9) Reactant: [O:1]1[CH2:6][CH2:5][CH:4]([C:7]([N:9]2[C@@H:15]3[CH2:16][C@@H:11]([O:12][C:13]4[CH:20]=[C:19]([C:21]([O:23]CC)=O)[CH:18]=[CH:17][C:14]=43)[CH2:10]2)=[O:8])[CH2:3][CH2:2]1.[OH-:26].[Na+].[NH2:28]O. Product: [OH:26][NH:28][C:21]([C:19]1[CH:18]=[CH:17][C:14]2[C@H:15]3[CH2:16][C@@H:11]([O:12][C:13]=2[CH:20]=1)[CH2:10][N:9]3[C:7]([CH:4]1[CH2:5][CH2:6][O:1][CH2:2][CH2:3]1)=[O:8])=[O:23]. The catalyst class is: 36.